This data is from Full USPTO retrosynthesis dataset with 1.9M reactions from patents (1976-2016). The task is: Predict the reactants needed to synthesize the given product. (1) The reactants are: [Cl:1][C:2]1[CH:3]=[C:4]([C:8]2[C:13]([CH3:14])=[N:12][NH:11][C:10](=O)[C:9]=2[C:16]2[C:21]([F:22])=[CH:20][C:19]([F:23])=[CH:18][C:17]=2[F:24])[CH:5]=[CH:6][CH:7]=1.P(Cl)(Cl)([Cl:27])=O. Given the product [Cl:27][C:10]1[N:11]=[N:12][C:13]([CH3:14])=[C:8]([C:4]2[CH:5]=[CH:6][CH:7]=[C:2]([Cl:1])[CH:3]=2)[C:9]=1[C:16]1[C:21]([F:22])=[CH:20][C:19]([F:23])=[CH:18][C:17]=1[F:24], predict the reactants needed to synthesize it. (2) The reactants are: [Br:1][C:2]1[CH:8]=[C:7]([Cl:9])[CH:6]=[CH:5][C:3]=1N.Cl.N([O-])=O.[Na+].O(CC)C([S-])=[S:17].[K+].[OH-].[K+]. Given the product [Br:1][C:2]1[CH:8]=[C:7]([Cl:9])[CH:6]=[CH:5][C:3]=1[SH:17], predict the reactants needed to synthesize it. (3) The reactants are: [CH:1]1[C:13]2[NH:12][C:11]3[C:6](=[CH:7][CH:8]=[CH:9][CH:10]=3)[C:5]=2[CH:4]=[CH:3][CH:2]=1.Br[CH2:15][CH2:16][CH2:17][CH2:18][CH3:19].C([O-])([O-])=O.[Cs+].[Cs+]. Given the product [CH2:15]([N:12]1[C:11]2[CH:10]=[CH:9][CH:8]=[CH:7][C:6]=2[C:5]2[C:13]1=[CH:1][CH:2]=[CH:3][CH:4]=2)[CH2:16][CH2:17][CH2:18][CH3:19], predict the reactants needed to synthesize it. (4) Given the product [Br:1][C:2]1[CH:10]=[C:6]([C:7]([O:9][C:15]([CH3:18])([CH3:17])[CH3:16])=[O:8])[CH:5]=[N:4][C:3]=1[Cl:11], predict the reactants needed to synthesize it. The reactants are: [Br:1][C:2]1[C:3]([Cl:11])=[N:4][CH:5]=[C:6]([CH:10]=1)[C:7]([OH:9])=[O:8].C(OC(O[C:15]([CH3:18])([CH3:17])[CH3:16])=O)(O[C:15]([CH3:18])([CH3:17])[CH3:16])=O. (5) Given the product [NH2:1][C:2]1[N:7]=[C:6]([C:8]2[O:9][CH:10]=[CH:11][CH:12]=2)[C:5]([C:13]#[N:14])=[C:4]([NH:19][CH2:20][CH2:21][C:22]2[CH:27]=[CH:26][C:25]([OH:28])=[CH:24][CH:23]=2)[N:3]=1, predict the reactants needed to synthesize it. The reactants are: [NH2:1][C:2]1[N:7]=[C:6]([C:8]2[O:9][CH:10]=[CH:11][CH:12]=2)[C:5]([C:13]#[N:14])=[C:4](S(C)(=O)=O)[N:3]=1.[NH2:19][CH2:20][CH2:21][C:22]1[CH:27]=[CH:26][C:25]([OH:28])=[CH:24][CH:23]=1.